Task: Predict which catalyst facilitates the given reaction.. Dataset: Catalyst prediction with 721,799 reactions and 888 catalyst types from USPTO (1) Reactant: [C:1]([C:5]1[CH:13]=[CH:12][C:11]2[NH:10][C:9]3[CH2:14][CH2:15][N:16]([CH3:18])[CH2:17][C:8]=3[C:7]=2[CH:6]=1)([CH3:4])([CH3:3])[CH3:2].[H-].[Na+].[O:21]1[CH2:23][CH:22]1[C:24]1[CH:29]=[CH:28][N:27]=[CH:26][CH:25]=1. Product: [C:1]([C:5]1[CH:13]=[CH:12][C:11]2[N:10]([CH2:23][CH:22]([C:24]3[CH:29]=[CH:28][N:27]=[CH:26][CH:25]=3)[OH:21])[C:9]3[CH2:14][CH2:15][N:16]([CH3:18])[CH2:17][C:8]=3[C:7]=2[CH:6]=1)([CH3:4])([CH3:2])[CH3:3]. The catalyst class is: 3. (2) Reactant: Cl.[Br:2][C:3]1[C:16]([O:17][CH3:18])=[CH:15][C:14]2[C:5](=[C:6]([O:19][C@H:20]3[CH2:24][NH:23][C@H:22]([C:25]([O:27][CH2:28][CH3:29])=[O:26])[CH2:21]3)[N:7]=[C:8]3[C:13]=2[CH2:12][CH2:11][CH2:10][CH2:9]3)[CH:4]=1.[CH:30]1([C@H:36]([NH:40][C:41]([O:43][CH2:44][C:45]([CH3:50])([CH3:49])[CH2:46][CH:47]=[CH2:48])=[O:42])[C:37](O)=[O:38])[CH2:35][CH2:34][CH2:33][CH2:32][CH2:31]1.CCN(C(C)C)C(C)C.CN(C(ON1N=NC2C=CC=NC1=2)=[N+](C)C)C.F[P-](F)(F)(F)(F)F.C(O)(=O)CC(CC(O)=O)(C(O)=O)O. Product: [Br:2][C:3]1[C:16]([O:17][CH3:18])=[CH:15][C:14]2[C:5](=[C:6]([O:19][C@H:20]3[CH2:24][N:23]([C:37](=[O:38])[C@H:36]([CH:30]4[CH2:35][CH2:34][CH2:33][CH2:32][CH2:31]4)[NH:40][C:41]([O:43][CH2:44][C:45]([CH3:50])([CH3:49])[CH2:46][CH:47]=[CH2:48])=[O:42])[C@H:22]([C:25]([O:27][CH2:28][CH3:29])=[O:26])[CH2:21]3)[N:7]=[C:8]3[C:13]=2[CH2:12][CH2:11][CH2:10][CH2:9]3)[CH:4]=1. The catalyst class is: 239. (3) Reactant: [C:1]([O:4][CH:5]1[C:9]2=[N:10][C:11]3[C:12](=[N:13][CH:14]=[C:15]([N+:17]([O-])=O)[CH:16]=3)[N:8]2[CH2:7][CH2:6]1)(=[O:3])[CH3:2].[H][H]. Product: [C:1]([O:4][CH:5]1[C:9]2=[N:10][C:11]3[C:12](=[N:13][CH:14]=[C:15]([NH2:17])[CH:16]=3)[N:8]2[CH2:7][CH2:6]1)(=[O:3])[CH3:2]. The catalyst class is: 63. (4) Reactant: Br[C:2]1[N:7]=[CH:6][C:5]([C:8]2[N:13]3[N:14]=[C:15]([C:24]4[CH:29]=[CH:28][N:27]=[CH:26][CH:25]=4)[C:16]([C:17]4[CH:18]=[C:19]([OH:23])[CH:20]=[CH:21][CH:22]=4)=[C:12]3[N:11]=[CH:10][CH:9]=2)=[CH:4][CH:3]=1.C(N(C(C)C)CC)(C)C.[N:39]12[CH2:46][CH2:45][C:42]([CH2:47][NH2:48])([CH2:43][CH2:44]1)[CH2:41][CH2:40]2. Product: [N:39]12[CH2:46][CH2:45][C:42]([CH2:47][NH:48][C:2]3[N:7]=[CH:6][C:5]([C:8]4[N:13]5[N:14]=[C:15]([C:24]6[CH:29]=[CH:28][N:27]=[CH:26][CH:25]=6)[C:16]([C:17]6[CH:18]=[C:19]([OH:23])[CH:20]=[CH:21][CH:22]=6)=[C:12]5[N:11]=[CH:10][CH:9]=4)=[CH:4][CH:3]=3)([CH2:43][CH2:44]1)[CH2:41][CH2:40]2. The catalyst class is: 16. (5) Reactant: C[CH:2]([C:4]1[C:5]([CH3:16])=[N:6][N:7]([C:9]2[CH:14]=[CH:13][N:12]=[C:11](Cl)[N:10]=2)[CH:8]=1)[OH:3].[CH3:17][N:18]1[C:26]2[C:21](=[CH:22][C:23]([NH2:27])=[CH:24][CH:25]=2)[CH:20]=[CH:19]1.C(=O)([O-])[O-].[K+].[K+].CC1(C)C2C=CC=C(P(C3C=CC=CC=3)C3C=CC=CC=3)C=2OC2C1=CC=CC=2P(C1C=CC=CC=1)C1C=CC=CC=1. Product: [CH3:16][C:5]1[C:4]([CH2:2][OH:3])=[CH:8][N:7]([C:9]2[CH:14]=[CH:13][N:12]=[C:11]([NH:27][C:23]3[CH:22]=[C:21]4[C:26](=[CH:25][CH:24]=3)[N:18]([CH3:17])[CH:19]=[CH:20]4)[N:10]=2)[N:6]=1. The catalyst class is: 584. (6) Reactant: [Br:1][C:2]1[CH:3]=[C:4]([NH2:11])[C:5]([N:8]([CH3:10])[CH3:9])=[N:6][CH:7]=1.C(N(C(C)C)CC)(C)C.[CH3:21][S:22](Cl)(=[O:24])=[O:23].[OH-].[K+]. Product: [Br:1][C:2]1[CH:3]=[C:4]([NH:11][S:22]([CH3:21])(=[O:24])=[O:23])[C:5]([N:8]([CH3:9])[CH3:10])=[N:6][CH:7]=1. The catalyst class is: 90. (7) Reactant: [OH:1][CH2:2][CH2:3][C:4]([OH:6])=[O:5].[OH-].[K+].[CH:9]1[CH:14]=[CH:13][C:12]([CH2:15]Br)=[CH:11][CH:10]=1. Product: [OH:1][CH2:2][CH2:3][C:4]([O:6][CH2:15][C:12]1[CH:13]=[CH:14][CH:9]=[CH:10][CH:11]=1)=[O:5]. The catalyst class is: 3.